From a dataset of Reaction yield outcomes from USPTO patents with 853,638 reactions. Predict the reaction yield, written as a fraction of the theoretical maximum amount of product (1.0 means a 100% yield; for example, 0.34 means a 34% yield). (1) The reactants are I[C:2]1[C:3]([O:20][CH3:21])=[CH:4][C:5]([CH:17]([CH3:19])[CH3:18])=[C:6]([CH:16]=1)[O:7][C:8]1[C:9]([NH2:15])=[N:10][C:11]([NH2:14])=[N:12][CH:13]=1.C([O-])(=O)C.[K+].[S:27]1[CH:31]=[CH:30][N:29]=[CH:28]1. The catalyst is CN(C)C(=O)C.C1C=CC([P]([Pd]([P](C2C=CC=CC=2)(C2C=CC=CC=2)C2C=CC=CC=2)([P](C2C=CC=CC=2)(C2C=CC=CC=2)C2C=CC=CC=2)[P](C2C=CC=CC=2)(C2C=CC=CC=2)C2C=CC=CC=2)(C2C=CC=CC=2)C2C=CC=CC=2)=CC=1. The product is [CH:17]([C:5]1[CH:4]=[C:3]([O:20][CH3:21])[C:2]([C:31]2[S:27][CH:28]=[N:29][CH:30]=2)=[CH:16][C:6]=1[O:7][C:8]1[C:9]([NH2:15])=[N:10][C:11]([NH2:14])=[N:12][CH:13]=1)([CH3:19])[CH3:18]. The yield is 0.0900. (2) The reactants are [F:1][C:2]1[CH:7]=[CH:6][C:5]([CH2:8][N:9]2[CH2:14][CH2:13][CH:12]([CH2:15][C:16]([O:18]CC)=O)[CH2:11][CH2:10]2)=[CH:4][CH:3]=1.[C:21]1([CH:27]([NH2:29])[CH3:28])[CH:26]=[CH:25][CH:24]=[CH:23][CH:22]=1.CCN=C=NCCCN(C)C.C1C=CC2N(O)N=NC=2C=1. The catalyst is C(C(O)=O)(F)(F)F.Cl.O.C(Cl)Cl. The product is [C:21]1([CH:27]([NH:29][C:16]([CH2:15][CH:12]2[CH2:11][CH2:10][N:9]([CH2:8][C:5]3[CH:4]=[CH:3][C:2]([F:1])=[CH:7][CH:6]=3)[CH2:14][CH2:13]2)=[O:18])[CH3:28])[CH:26]=[CH:25][CH:24]=[CH:23][CH:22]=1. The yield is 0.500. (3) The reactants are [CH3:1][C:2]1[CH:3]=[CH:4][CH:5]=[CH:6][C:7]=1[CH3:8].ClCCCl.[N+:13]([O-:16])([OH:15])=[O:14]. The catalyst is O. The product is [N+:13]([C:3]1[CH:4]=[CH:5][CH:6]=[C:7]([CH3:8])[C:2]=1[CH3:1])([O-:15])=[O:14].[N+:13]([C:4]1[CH:3]=[C:2]([CH3:1])[C:7]([CH3:8])=[CH:6][CH:5]=1)([O-:16])=[O:14]. The yield is 0.473. (4) The reactants are [NH2:1][C:2]1[CH:32]=[CH:31][C:5]2[N:6]=[C:7]([C:9]([NH:11][C@@H:12]([C:25]3[CH:30]=[CH:29][CH:28]=[CH:27][CH:26]=3)[C:13]([N:15]([CH2:17][C:18]3[CH:23]=[CH:22][C:21]([F:24])=[CH:20][CH:19]=3)[CH3:16])=[O:14])=[O:10])[S:8][C:4]=2[CH:3]=1.[S:33]1[CH:37]=[CH:36][N:35]2[CH:38]=[C:39]([C:41]3[CH:49]=[CH:48][CH:47]=[CH:46][C:42]=3[C:43](O)=[O:44])[N:40]=[C:34]12.CN(C(ON1N=NC2C=CC=NC1=2)=[N+](C)C)C.F[P-](F)(F)(F)(F)F.CCN(C(C)C)C(C)C. The catalyst is CN(C=O)C.O.C([O-])(O)=O.[Na+]. The product is [F:24][C:21]1[CH:22]=[CH:23][C:18]([CH2:17][N:15]([CH3:16])[C:13](=[O:14])[C@@H:12]([NH:11][C:9]([C:7]2[S:8][C:4]3[CH:3]=[C:2]([NH:1][C:43](=[O:44])[C:42]4[CH:46]=[CH:47][CH:48]=[CH:49][C:41]=4[C:39]4[N:40]=[C:34]5[N:35]([CH:38]=4)[CH:36]=[CH:37][S:33]5)[CH:32]=[CH:31][C:5]=3[N:6]=2)=[O:10])[C:25]2[CH:30]=[CH:29][CH:28]=[CH:27][CH:26]=2)=[CH:19][CH:20]=1. The yield is 0.630. (5) The reactants are [CH:1]([S:4][C:5]1[CH:14]=[C:13]2[C:8]([CH:9]=[C:10]([NH:15][C:16]([CH:18]3[CH2:20][CH2:19]3)=[O:17])[N:11]=[CH:12]2)=[CH:7][CH:6]=1)([CH3:3])[CH3:2].[OH:21]OS([O-])=O.[K+].[OH2:27]. The catalyst is CO. The product is [CH:1]([S:4]([C:5]1[CH:14]=[C:13]2[C:8]([CH:9]=[C:10]([NH:15][C:16]([CH:18]3[CH2:20][CH2:19]3)=[O:17])[N:11]=[CH:12]2)=[CH:7][CH:6]=1)=[O:21])([CH3:3])[CH3:2].[CH:1]([S:4]([C:5]1[CH:14]=[C:13]2[C:8]([CH:9]=[C:10]([NH:15][C:16]([CH:18]3[CH2:20][CH2:19]3)=[O:17])[N:11]=[CH:12]2)=[CH:7][CH:6]=1)(=[O:21])=[O:27])([CH3:3])[CH3:2]. The yield is 0.247.